The task is: Predict which catalyst facilitates the given reaction.. This data is from Catalyst prediction with 721,799 reactions and 888 catalyst types from USPTO. Reactant: [N+:1]([O-:4])(O)=[O:2].[Cl:5][C:6]1[CH:7]=[C:8]2[C:13](=[CH:14][CH:15]=1)[O:12][C:11](=[O:16])[CH:10]=[C:9]2[OH:17]. Product: [Cl:5][C:6]1[CH:7]=[C:8]2[C:13](=[CH:14][CH:15]=1)[O:12][C:11](=[O:16])[C:10]([N+:1]([O-:4])=[O:2])=[C:9]2[OH:17]. The catalyst class is: 22.